This data is from Reaction yield outcomes from USPTO patents with 853,638 reactions. The task is: Predict the reaction yield, written as a fraction of the theoretical maximum amount of product (1.0 means a 100% yield; for example, 0.34 means a 34% yield). (1) The reactants are [CH2:1]([C:3]1[S:4][C:5]([CH3:12])=[C:6]([C:8](OC)=[O:9])[N:7]=1)[CH3:2].[H-].[Al+3].[Li+].[H-].[H-].[H-].O.O.O.O.O.O.O.O.O.O.S([O-])([O-])(=O)=O.[Na+].[Na+]. The catalyst is O1CCCC1. The product is [CH2:1]([C:3]1[S:4][C:5]([CH3:12])=[C:6]([CH2:8][OH:9])[N:7]=1)[CH3:2]. The yield is 0.530. (2) The reactants are Cl[C:2]1[N:7]=[C:6]([NH:8][CH2:9][C:10]2[CH:14]=[C:13]([CH3:15])[O:12][C:11]=2[CH3:16])[C:5]([F:17])=[CH:4][N:3]=1.[NH2:18][C:19]1[CH:20]=[C:21]([OH:25])[CH:22]=[CH:23][CH:24]=1. No catalyst specified. The product is [CH3:16][C:11]1[O:12][C:13]([CH3:15])=[CH:14][C:10]=1[CH2:9][NH:8][C:6]1[C:5]([F:17])=[CH:4][N:3]=[C:2]([NH:18][C:19]2[CH:24]=[CH:23][CH:22]=[C:21]([OH:25])[CH:20]=2)[N:7]=1. The yield is 0.510. (3) The reactants are [CH3:1][C:2]1[CH:7]=[CH:6][C:5]([CH3:8])=[CH:4][C:3]=1O.[CH2:10]([CH:12]([CH2:15][CH2:16][CH2:17][CH3:18])[CH2:13]Br)[CH3:11].[OH-].[K+]. The catalyst is [Na+].[I-].C(O)C. The product is [CH2:10]([CH:12]([CH2:15][CH2:16][CH2:17][CH3:18])[CH2:13][C:3]1[CH:4]=[C:5]([CH3:8])[CH:6]=[CH:7][C:2]=1[CH3:1])[CH3:11]. The yield is 0.793. (4) The reactants are [C:1]([C:5]1[CH:10]=[CH:9][C:8]([S:11](Cl)(=[O:13])=[O:12])=[CH:7][CH:6]=1)([CH3:4])([CH3:3])[CH3:2].[CH2:15]([C:17]1[CH:21]=[C:20]([NH2:22])[N:19]([C:23]2[CH:32]=[CH:31][CH:30]=[C:29]3[C:24]=2[CH:25]=[CH:26][CH:27]=[N:28]3)[N:18]=1)[CH3:16].ClCCl.[OH-].[Na+]. The catalyst is N1C=CC=CC=1. The product is [C:1]([C:5]1[CH:10]=[CH:9][C:8]([S:11]([NH:22][C:20]2[N:19]([C:23]3[CH:32]=[CH:31][CH:30]=[C:29]4[C:24]=3[CH:25]=[CH:26][CH:27]=[N:28]4)[N:18]=[C:17]([CH2:15][CH3:16])[CH:21]=2)(=[O:13])=[O:12])=[CH:7][CH:6]=1)([CH3:4])([CH3:3])[CH3:2]. The yield is 0.580. (5) The reactants are [C:1]([O:9][CH:10]1[CH2:18][CH:13]2[O:14][C:15](=[O:17])[CH2:16][CH:12]2[CH:11]1[CH:19]=[CH:20][C:21](=[O:31])[CH2:22][O:23][C:24]1[CH:29]=[CH:28][CH:27]=[C:26]([Cl:30])[CH:25]=1)(=[O:8])[C:2]1[CH:7]=[CH:6][CH:5]=[CH:4][CH:3]=1.B(Cl)([C@@H]1[C@@H](C)[C@H]2C(C)(C)[C@H](C2)C1)[C@@H]1[C@@H](C)[C@H]2C(C)(C)[C@H](C2)C1. The catalyst is C1COCC1. The product is [C:1]([O:9][CH:10]1[CH2:18][CH:13]2[O:14][C:15](=[O:17])[CH2:16][CH:12]2[CH:11]1[CH:19]=[CH:20][CH:21]([OH:31])[CH2:22][O:23][C:24]1[CH:29]=[CH:28][CH:27]=[C:26]([Cl:30])[CH:25]=1)(=[O:8])[C:2]1[CH:3]=[CH:4][CH:5]=[CH:6][CH:7]=1. The yield is 0.490. (6) The reactants are [CH2:1]([O:3][C:4](=[O:20])[CH2:5][S:6]([C:9]1[CH:14]=[CH:13][C:12]([O:15][CH2:16][C:17]#[C:18][CH3:19])=[CH:11][CH:10]=1)(=[O:8])=[O:7])[CH3:2].Cl.[CH:22]([N:25]([CH2:29][CH2:30]Cl)[CH2:26][CH2:27]Cl)([CH3:24])[CH3:23]. No catalyst specified. The product is [CH2:16]([O:15][C:12]1[CH:11]=[CH:10][C:9]([S:6]([C:5]2([C:4]([O:3][CH2:1][CH3:2])=[O:20])[CH2:30][CH2:29][N:25]([CH:22]([CH3:24])[CH3:23])[CH2:26][CH2:27]2)(=[O:7])=[O:8])=[CH:14][CH:13]=1)[C:17]#[C:18][CH3:19]. The yield is 0.640.